Predict the product of the given reaction. From a dataset of Forward reaction prediction with 1.9M reactions from USPTO patents (1976-2016). (1) Given the reactants C([CH2:8][NH:9][CH:10]1[CH2:15][CH2:14][N:13]([C:16]([O:18][C:19]([CH3:22])([CH3:21])[CH3:20])=[O:17])[CH2:12][CH2:11]1)C1C=CC=CC=1.[H][H], predict the reaction product. The product is: [CH3:8][NH:9][CH:10]1[CH2:15][CH2:14][N:13]([C:16]([O:18][C:19]([CH3:22])([CH3:21])[CH3:20])=[O:17])[CH2:12][CH2:11]1. (2) Given the reactants [CH3:1][C:2]1[CH:7]=[CH:6][C:5](B(O)O)=[CH:4][CH:3]=1.Br[C:12]1[CH:17]=[CH:16][C:15]([C:18](=[O:25])[CH2:19][CH2:20][C:21]([O:23][CH3:24])=[O:22])=[CH:14][CH:13]=1.C(=O)([O-])[O-].[Na+].[Na+], predict the reaction product. The product is: [CH3:1][C:2]1[CH:7]=[CH:6][C:5]([C:12]2[CH:13]=[CH:14][C:15]([C:18](=[O:25])[CH2:19][CH2:20][C:21]([O:23][CH3:24])=[O:22])=[CH:16][CH:17]=2)=[CH:4][CH:3]=1. (3) Given the reactants [CH3:1][O:2][C:3]1[CH:17]=[CH:16][C:6]([O:7][C:8]2[CH:15]=[CH:14][C:11]([C:12]#[N:13])=[CH:10][CH:9]=2)=[C:5]([C:18]([F:21])([F:20])[F:19])[CH:4]=1.[H][H], predict the reaction product. The product is: [CH3:1][O:2][C:3]1[CH:17]=[CH:16][C:6]([O:7][C:8]2[CH:15]=[CH:14][C:11]([CH2:12][NH2:13])=[CH:10][CH:9]=2)=[C:5]([C:18]([F:19])([F:20])[F:21])[CH:4]=1. (4) Given the reactants [N:1]1[C:10]2[C:5](=[CH:6][CH:7]=[CH:8][CH:9]=2)[CH:4]=[C:3]([CH:11]=O)[CH:2]=1.[Br-].[O:14]1CCO[CH:15]1[CH2:19][P+](C1C=CC=CC=1)(C1C=CC=CC=1)C1C=CC=CC=1.COCCOCCN(CCOCCOC)CCOCCOC.C([O-])([O-])=O.[K+].[K+], predict the reaction product. The product is: [N:1]1[C:10]2[C:5](=[CH:6][CH:7]=[CH:8][CH:9]=2)[CH:4]=[C:3](/[CH:11]=[CH:19]/[CH:15]=[O:14])[CH:2]=1.